From a dataset of Full USPTO retrosynthesis dataset with 1.9M reactions from patents (1976-2016). Predict the reactants needed to synthesize the given product. (1) Given the product [Cl:1][C:2]1[CH:3]=[CH:4][C:5]([C:24]#[N:25])=[C:6]([C:8]2[C:17]3[C:16](=[O:18])[CH2:15][CH2:14][CH2:13][C:12]=3[N:11]([CH2:19][C:20]([NH:26][C:27]3[CH:39]=[CH:38][C:30]([C:31]([O:33][C:34]([CH3:35])([CH3:36])[CH3:37])=[O:32])=[CH:29][CH:28]=3)=[O:21])[C:10](=[O:23])[CH:9]=2)[CH:7]=1, predict the reactants needed to synthesize it. The reactants are: [Cl:1][C:2]1[CH:3]=[CH:4][C:5]([C:24]#[N:25])=[C:6]([C:8]2[C:17]3[C:16](=[O:18])[CH2:15][CH2:14][CH2:13][C:12]=3[N:11]([CH2:19][C:20](O)=[O:21])[C:10](=[O:23])[CH:9]=2)[CH:7]=1.[NH2:26][C:27]1[CH:39]=[CH:38][C:30]([C:31]([O:33][C:34]([CH3:37])([CH3:36])[CH3:35])=[O:32])=[CH:29][CH:28]=1. (2) Given the product [Cl:17][C:14]1[N:13]=[C:12]([NH:18][CH3:19])[C:11]2[C:10]([C:20]([O:22][CH3:23])=[O:21])=[N:9][N:8]([C:4]3[CH:5]=[CH:6][CH:7]=[C:2]([C:25]#[C:24][C@:26]4([OH:33])[CH2:30][CH2:29][N:28]([CH3:31])[C:27]4=[O:32])[CH:3]=3)[C:16]=2[CH:15]=1, predict the reactants needed to synthesize it. The reactants are: Br[C:2]1[CH:3]=[C:4]([N:8]2[C:16]3[CH:15]=[C:14]([Cl:17])[N:13]=[C:12]([NH:18][CH3:19])[C:11]=3[C:10]([C:20]([O:22][CH3:23])=[O:21])=[N:9]2)[CH:5]=[CH:6][CH:7]=1.[C:24]([C@:26]1([OH:33])[CH2:30][CH2:29][N:28]([CH3:31])[C:27]1=[O:32])#[CH:25]. (3) Given the product [C:23]([O:27][C:28]([NH:30][CH2:31][C:32]([NH:34][CH2:35][C:36]([O:22][C:19]1[CH:18]=[CH:17][C:16]([C:8]2[C:9]3[C:14](=[C:13]([F:15])[CH:12]=[CH:11][CH:10]=3)[N:6]([CH:1]3[CH2:5][CH2:4][CH2:3][CH2:2]3)[N:7]=2)=[CH:21][CH:20]=1)=[O:37])=[O:33])=[O:29])([CH3:26])([CH3:25])[CH3:24], predict the reactants needed to synthesize it. The reactants are: [CH:1]1([N:6]2[C:14]3[C:9](=[CH:10][CH:11]=[CH:12][C:13]=3[F:15])[C:8]([C:16]3[CH:21]=[CH:20][C:19]([OH:22])=[CH:18][CH:17]=3)=[N:7]2)[CH2:5][CH2:4][CH2:3][CH2:2]1.[C:23]([O:27][C:28]([NH:30][CH2:31][C:32]([NH:34][CH2:35][C:36](O)=[O:37])=[O:33])=[O:29])([CH3:26])([CH3:25])[CH3:24]. (4) Given the product [Br:31][C:32]1[CH:37]=[CH:36][C:35]([NH:38][C:39]2[C:48]3[C:43](=[CH:44][C:45]([O:13][C@H:12]4[CH2:11][O:10][C@@H:9]5[C@@H:3]([O:2][CH3:1])[C@@H:4]([O:7][C@H:8]45)[O:5][CH3:6])=[C:46]([O:49][CH3:50])[CH:47]=3)[N:42]=[CH:41][N:40]=2)=[CH:34][C:33]=1[Cl:52], predict the reactants needed to synthesize it. The reactants are: [CH3:1][O:2][C@@H:3]1[C@H:9]2[O:10][CH2:11][C@@H:12]([O:13]S(C)(=O)=O)[C@H:8]2[O:7][C@H:4]1[O:5][CH3:6].C(=O)([O-])[O-].[K+].[K+].FC(F)(F)C(O)=O.[Br:31][C:32]1[CH:37]=[CH:36][C:35]([NH:38][C:39]2[C:48]3[C:43](=[CH:44][C:45](O)=[C:46]([O:49][CH3:50])[CH:47]=3)[N:42]=[CH:41][N:40]=2)=[CH:34][C:33]=1[Cl:52]. (5) Given the product [Br:5][C:6]1[CH:15]=[CH:14][C:13]([Br:16])=[CH:12][C:7]=1[O:8][CH2:9][CH2:10][Br:2], predict the reactants needed to synthesize it. The reactants are: P(Br)(Br)[Br:2].[Br:5][C:6]1[CH:15]=[CH:14][C:13]([Br:16])=[CH:12][C:7]=1[O:8][CH2:9][CH2:10]O.O. (6) The reactants are: [F:1][C:2]1[CH:7]=[C:6]([F:8])[CH:5]=[CH:4][C:3]=1[CH2:9][C:10]([OH:12])=O.N1(O)C2C=CC=CC=2N=N1.Cl.C(N=C=C(N)CCN(C)C)C.C(N(CC)CC)C.[N:42]1([C:48]([O:50][C:51]([CH3:54])([CH3:53])[CH3:52])=[O:49])[CH2:47][CH2:46][NH:45][CH2:44][CH2:43]1.C([O-])(O)=O.[Na+]. Given the product [F:1][C:2]1[CH:7]=[C:6]([F:8])[CH:5]=[CH:4][C:3]=1[CH2:9][C:10]([N:45]1[CH2:44][CH2:43][N:42]([C:48]([O:50][C:51]([CH3:54])([CH3:53])[CH3:52])=[O:49])[CH2:47][CH2:46]1)=[O:12], predict the reactants needed to synthesize it. (7) Given the product [CH3:30][C:25]1([CH3:31])[C:26]([CH3:29])([CH3:28])[O:27][B:23]([C:2]2[CH:7]=[CH:6][C:5]([C@@H:8]3[CH2:10][C@H:9]3[NH:11][S:12]([CH:15]([CH3:17])[CH3:16])(=[O:14])=[O:13])=[CH:4][CH:3]=2)[O:24]1, predict the reactants needed to synthesize it. The reactants are: Br[C:2]1[CH:7]=[CH:6][C:5]([CH:8]2[CH2:10][CH:9]2[NH:11][S:12]([CH:15]([CH3:17])[CH3:16])(=[O:14])=[O:13])=[CH:4][CH:3]=1.C([O-])(=O)C.[K+].[B:23]1([B:23]2[O:27][C:26]([CH3:29])([CH3:28])[C:25]([CH3:31])([CH3:30])[O:24]2)[O:27][C:26]([CH3:29])([CH3:28])[C:25]([CH3:31])([CH3:30])[O:24]1. (8) Given the product [F:1][C:2]1[CH:3]=[CH:4][C:5]([CH:6]=[CH:7][C:8]([NH:28][C@H:26]([C:22]2[CH:23]=[CH:24][CH:25]=[C:20]([N:17]3[CH2:18][CH2:19][N:14]([CH3:13])[CH2:15][CH2:16]3)[CH:21]=2)[CH3:27])=[O:10])=[CH:11][CH:12]=1, predict the reactants needed to synthesize it. The reactants are: [F:1][C:2]1[CH:12]=[CH:11][C:5]([CH:6]=[CH:7][C:8]([OH:10])=O)=[CH:4][CH:3]=1.[CH3:13][N:14]1[CH2:19][CH2:18][N:17]([C:20]2[CH:21]=[C:22]([C@@H:26]([NH2:28])[CH3:27])[CH:23]=[CH:24][CH:25]=2)[CH2:16][CH2:15]1.C(Cl)CCl.C(N(CC)CC)C. (9) Given the product [CH3:1][N:2]([CH2:13][C:14]1[N:18]([CH2:19][C@H:20]2[CH2:25][CH2:24][CH2:23][N:22]([CH2:26][C:45]3[CH:46]=[N:47][CH:48]=[CH:43][CH:44]=3)[CH2:21]2)[C:17]2[CH:33]=[CH:34][CH:35]=[CH:36][C:16]=2[N:15]=1)[C@@H:3]1[C:12]2[N:11]=[CH:10][CH:9]=[CH:8][C:7]=2[CH2:6][CH2:5][CH2:4]1, predict the reactants needed to synthesize it. The reactants are: [CH3:1][N:2]([CH2:13][C:14]1[N:18]([CH2:19][C@H:20]2[CH2:25][CH2:24][CH2:23][N:22]([CH2:26]C3C=CC=CN=3)[CH2:21]2)[C:17]2[CH:33]=[CH:34][CH:35]=[CH:36][C:16]=2[N:15]=1)[C@@H:3]1[C:12]2[N:11]=[CH:10][CH:9]=[CH:8][C:7]=2[CH2:6][CH2:5][CH2:4]1.CN(CC1N(C[C@H]2CCCNC2)C2C=CC=CC=2N=1)[C@@H]1[C:48]2[N:47]=[CH:46][CH:45]=[CH:44][C:43]=2CCC1.N1C=CC=CC=1C=O. (10) Given the product [CH2:1]([O:3][C:4]1[C:5]([C:16](=[O:18])[CH2:17][CH3:19])=[CH:6][C:7]2[CH:8]=[CH:9][CH2:10][C:11]([CH3:14])([CH3:15])[C:12]=2[CH:13]=1)[CH3:2], predict the reactants needed to synthesize it. The reactants are: [CH2:1]([O:3][C:4]1[C:5]([C:16](=[O:18])[CH3:17])=[CH:6][C:7]2[CH:8]=[CH:9][CH2:10][C:11]([CH3:15])([CH3:14])[C:12]=2[CH:13]=1)[CH3:2].[CH:19]([N-]C(C)C)(C)C.[Li+].CI.